From a dataset of NCI-60 drug combinations with 297,098 pairs across 59 cell lines. Regression. Given two drug SMILES strings and cell line genomic features, predict the synergy score measuring deviation from expected non-interaction effect. (1) Drug 1: CC1=C(C(=O)C2=C(C1=O)N3CC4C(C3(C2COC(=O)N)OC)N4)N. Drug 2: C1=CC(=C(C=C1I)F)NC2=C(C=CC(=C2F)F)C(=O)NOCC(CO)O. Cell line: T-47D. Synergy scores: CSS=28.3, Synergy_ZIP=0.437, Synergy_Bliss=1.91, Synergy_Loewe=1.48, Synergy_HSA=2.75. (2) Drug 1: CC1C(C(CC(O1)OC2CC(CC3=C2C(=C4C(=C3O)C(=O)C5=C(C4=O)C(=CC=C5)OC)O)(C(=O)C)O)N)O.Cl. Drug 2: C1=CC(=CC=C1CCCC(=O)O)N(CCCl)CCCl. Cell line: A549. Synergy scores: CSS=29.0, Synergy_ZIP=-1.53, Synergy_Bliss=-1.95, Synergy_Loewe=-3.53, Synergy_HSA=0.346. (3) Drug 1: CCC1=CC2CC(C3=C(CN(C2)C1)C4=CC=CC=C4N3)(C5=C(C=C6C(=C5)C78CCN9C7C(C=CC9)(C(C(C8N6C)(C(=O)OC)O)OC(=O)C)CC)OC)C(=O)OC.C(C(C(=O)O)O)(C(=O)O)O. Drug 2: CC1OCC2C(O1)C(C(C(O2)OC3C4COC(=O)C4C(C5=CC6=C(C=C35)OCO6)C7=CC(=C(C(=C7)OC)O)OC)O)O. Cell line: ACHN. Synergy scores: CSS=72.0, Synergy_ZIP=7.50, Synergy_Bliss=8.62, Synergy_Loewe=10.7, Synergy_HSA=12.2.